Dataset: Full USPTO retrosynthesis dataset with 1.9M reactions from patents (1976-2016). Task: Predict the reactants needed to synthesize the given product. (1) Given the product [OH:5][CH2:4][CH2:3][N:1]([C:7]([NH:6][CH2:9][CH2:10][C:11]([O:13][CH2:14][CH3:15])=[O:12])=[S:8])[NH2:2], predict the reactants needed to synthesize it. The reactants are: [NH:1]([CH2:3][CH2:4][OH:5])[NH2:2].[N:6]([CH2:9][CH2:10][C:11]([O:13][CH2:14][CH3:15])=[O:12])=[C:7]=[S:8]. (2) The reactants are: [NH:1]1[CH2:5][CH2:4][CH:3]([OH:6])[CH2:2]1.C(=O)([O-])[O-].[K+].[K+].[C:13](O[C:13]([O:15][C:16]([CH3:19])([CH3:18])[CH3:17])=[O:14])([O:15][C:16]([CH3:19])([CH3:18])[CH3:17])=[O:14]. Given the product [OH:6][CH:3]1[CH2:4][CH2:5][N:1]([C:13]([O:15][C:16]([CH3:19])([CH3:18])[CH3:17])=[O:14])[CH2:2]1, predict the reactants needed to synthesize it. (3) The reactants are: [F:1][C:2]1[CH:7]=[CH:6][C:5](B(O)O)=[CH:4][CH:3]=1.Br[C:12]1[S:13][CH:14]=[CH:15][N:16]=1. Given the product [F:1][C:2]1[CH:7]=[CH:6][C:5]([C:12]2[S:13][CH:14]=[CH:15][N:16]=2)=[CH:4][CH:3]=1, predict the reactants needed to synthesize it. (4) Given the product [O:57]=[C:28]([C:27]1[CH:51]=[CH:50][C:52]2[C:35](=[CH:34][CH:39]=[CH:38][CH:37]=2)[CH:36]=1)[CH2:29][NH:30][C:10]([C@@H:9]([NH:8][C:6](=[O:7])[O:5][C:1]([CH3:2])([CH3:3])[CH3:4])[CH2:13][CH2:14][CH2:15][CH2:16][CH2:17][C:18](=[O:21])[CH2:19][CH3:20])=[O:12], predict the reactants needed to synthesize it. The reactants are: [C:1]([O:5][C:6]([NH:8][C@@H:9]([CH2:13][CH2:14][CH2:15][CH2:16][CH2:17][C:18](=[O:21])[CH2:19][CH3:20])[C:10]([OH:12])=O)=[O:7])([CH3:4])([CH3:3])[CH3:2].CCN=C=N[CH2:27][CH2:28][CH2:29][N:30](C)C.Cl.[CH:34]1[CH:35]=[CH:36][C:37]2N(O)N=N[C:38]=2[CH:39]=1.CCN([CH:50]([CH3:52])[CH3:51])C(C)C.CN(C=[O:57])C. (5) Given the product [CH3:23][O:22][CH2:35][NH:33][C:15]([C:12]1[CH:11]=[CH:10][C:9]([O:8][CH2:1][C:2]2[CH:3]=[CH:4][CH:5]=[CH:6][CH:7]=2)=[CH:14][N:13]=1)=[O:36], predict the reactants needed to synthesize it. The reactants are: [CH2:1]([O:8][C:9]1[CH:10]=[CH:11][C:12]([CH3:15])=[N:13][CH:14]=1)[C:2]1[CH:7]=[CH:6][CH:5]=[CH:4][CH:3]=1.[Se](=O)=O.Cl.CN[O:22][CH3:23].Cl.C(N=C=NCCC[N:33]([CH3:35])C)C.[OH:36]N1C2C=CC=CC=2N=N1.